This data is from Full USPTO retrosynthesis dataset with 1.9M reactions from patents (1976-2016). The task is: Predict the reactants needed to synthesize the given product. (1) Given the product [C:18]([NH:17][C:14]1[CH:13]=[CH:12][C:11]([CH2:10][N:7]([O:8][CH3:9])[C:6]([C:5]2[CH2:32][N:33]([CH3:34])[C:3](=[O:23])[C:4]=2[OH:22])=[O:21])=[CH:16][CH:15]=1)(=[O:20])[CH3:19], predict the reactants needed to synthesize it. The reactants are: CO[C:3](=[O:23])[C:4]([OH:22])=[CH:5][C:6](=[O:21])[N:7]([CH2:10][C:11]1[CH:16]=[CH:15][C:14]([NH:17][C:18](=[O:20])[CH3:19])=[CH:13][CH:12]=1)[O:8][CH3:9].C=O.CN.ClC1C=C(C=CC=1Cl)[CH2:32][N:33](C)[C:34](C1CN(C)C(=O)C=1O)=O. (2) Given the product [C:20]([N:8]1[C:9]2[C:10]3=[N:17][C:16]([CH3:18])=[C:15]([CH3:19])[N:11]3[CH:12]=[CH:13][C:14]=2[C@@H:5]([OH:4])[CH2:6][C@H:7]1[C:23]1[CH:28]=[CH:27][CH:26]=[CH:25][CH:24]=1)(=[O:22])[CH3:21], predict the reactants needed to synthesize it. The reactants are: C([O:4][C:5]1[C:14]2[CH:13]=[CH:12][N:11]3[C:15]([CH3:19])=[C:16]([CH3:18])[N:17]=[C:10]3[C:9]=2[N:8]([C:20](=[O:22])[CH3:21])[CH:7]([C:23]2[CH:28]=[CH:27][CH:26]=[CH:25][CH:24]=2)[CH:6]=1)(=O)C.[BH4-].[Na+].[Cl-].[NH4+]. (3) Given the product [NH:53]1[CH:54]=[CH:55][N:51]=[C:52]1[NH:56][C:57]([C:59]1[C:67]2[N:66]=[C:65]([NH:68][C:15]([C:9]3[N:10]=[CH:11][C:12]4[C:7]([CH:8]=3)=[CH:6][C:5]([O:4][CH:1]([CH3:2])[CH3:3])=[CH:14][CH:13]=4)=[O:17])[NH:64][C:63]=2[CH:62]=[CH:61][CH:60]=1)=[O:58], predict the reactants needed to synthesize it. The reactants are: [CH:1]([O:4][C:5]1[CH:6]=[C:7]2[C:12](=[CH:13][CH:14]=1)[CH:11]=[N:10][C:9]([C:15]([OH:17])=O)=[CH:8]2)([CH3:3])[CH3:2].CN(C(ON1N=NC2C=CC=CC1=2)=[N+](C)C)C.F[P-](F)(F)(F)(F)F.CCN(C(C)C)C(C)C.[NH:51]1[CH:55]=[CH:54][N:53]=[C:52]1[NH:56][C:57]([C:59]1[C:67]2[NH:66][C:65]([NH2:68])=[N:64][C:63]=2[CH:62]=[CH:61][CH:60]=1)=[O:58]. (4) Given the product [S:2]([C:6]1[CH:7]=[CH:8][C:9]([NH:12][C:13]([NH2:30])=[S:14])=[CH:10][CH:11]=1)([OH:5])(=[O:3])=[O:4].[Na:15], predict the reactants needed to synthesize it. The reactants are: O.[S:2]([C:6]1[CH:11]=[CH:10][C:9]([N:12]=[C:13]=[S:14])=[CH:8][CH:7]=1)([OH:5])(=[O:4])=[O:3].[Na:15].C1C=C2C(C(O)(O)C(=O)C2=CC=1)=O.C[N:30](C)CC=C.